Dataset: Forward reaction prediction with 1.9M reactions from USPTO patents (1976-2016). Task: Predict the product of the given reaction. (1) Given the reactants [N:1]1([C:6]2[C:7]([N+:17]([O-])=O)=[C:8]([CH:14]=[CH:15][CH:16]=2)[C:9]([O:11][CH2:12][CH3:13])=[O:10])[CH:5]=[CH:4][N:3]=[CH:2]1, predict the reaction product. The product is: [NH2:17][C:7]1[C:6]([N:1]2[CH:5]=[CH:4][N:3]=[CH:2]2)=[CH:16][CH:15]=[CH:14][C:8]=1[C:9]([O:11][CH2:12][CH3:13])=[O:10]. (2) Given the reactants [Cl:1][C:2]1[CH:7]=[CH:6][CH:5]=[C:4]([Cl:8])[C:3]=1[N:9]1[CH:20]=[C:19]([CH:21]=O)[C:12]2[N:13]=[C:14]([S:17][CH3:18])[N:15]=[CH:16][C:11]=2[C:10]1=[O:23].[NH2:24][C:25]1[CH:30]=[CH:29][CH:28]=[CH:27][C:26]=1[NH2:31], predict the reaction product. The product is: [NH:24]1[C:25]2[CH:30]=[CH:29][CH:28]=[CH:27][C:26]=2[N:31]=[C:21]1[C:19]1[C:12]2[N:13]=[C:14]([S:17][CH3:18])[N:15]=[CH:16][C:11]=2[C:10](=[O:23])[N:9]([C:3]2[C:2]([Cl:1])=[CH:7][CH:6]=[CH:5][C:4]=2[Cl:8])[CH:20]=1. (3) Given the reactants [OH:1][C:2]1[CH:3]=[C:4]([CH:7]=[C:8]([CH:10]([CH3:12])[CH3:11])[CH:9]=1)[CH:5]=[O:6].[CH3:13][C:14](OC(C)=O)=[O:15], predict the reaction product. The product is: [C:14]([O:1][C:2]1[CH:9]=[C:8]([CH:10]([CH3:12])[CH3:11])[CH:7]=[C:4]([CH:5]=[O:6])[CH:3]=1)(=[O:15])[CH3:13]. (4) Given the reactants C([O:9][CH2:10][C@@H:11]1[C@@H:15]([F:16])[C@:14]([O:18]C(=O)C2C=CC=CC=2)([CH3:17])[C@H:13]([N:27]2[CH:32]=[CH:31][C:30]([NH:33]C(=O)C3C=CC=CC=3)=[N:29][C:28]2=[O:42])[O:12]1)(=O)C1C=CC=CC=1.C[O-].[Na+].CO, predict the reaction product. The product is: [NH2:33][C:30]1[CH:31]=[CH:32][N:27]([C@H:13]2[C@@:14]([OH:18])([CH3:17])[C@H:15]([F:16])[C@@H:11]([CH2:10][OH:9])[O:12]2)[C:28](=[O:42])[N:29]=1. (5) Given the reactants C([O:3][C:4]([C:6]1[CH:7]=[N:8][NH:9][CH:10]=1)=[O:5])C.[N:11]([C:14](OCC)=[O:15])=[C:12]=S.[NH2:19][C:20]1[CH:25]=[CH:24][C:23]([C:26]([N:28]2[CH2:32][CH2:31][CH2:30][CH2:29]2)=[O:27])=[CH:22][CH:21]=1.CC(C)N=C=NC(C)C, predict the reaction product. The product is: [O:15]=[C:14]1[C:25]2[C:20](=[CH:21][CH:22]=[C:23]([C:26]([N:28]3[CH2:29][CH2:30][CH2:31][CH2:32]3)=[O:27])[CH:24]=2)[N:19]=[C:12]([N:9]2[CH:10]=[C:6]([C:4]([OH:3])=[O:5])[CH:7]=[N:8]2)[NH:11]1. (6) Given the reactants CCN=C=NCCCN(C)C.[NH2:12][C:13]1[CH:14]=[N:15][CH:16]=[CH:17][CH:18]=1.[Cl:19][C:20]1[CH:25]=[CH:24][C:23]([N+:26]([O-:28])=[O:27])=[CH:22][C:21]=1[C:29]([NH:31][C:32]1[CH:40]=[CH:39][C:35]([C:36](O)=[O:37])=[CH:34][CH:33]=1)=[O:30].C(=O)(O)[O-].[Na+], predict the reaction product. The product is: [N:15]1[CH:16]=[CH:17][CH:18]=[C:13]([NH:12][C:36]([C:35]2[CH:39]=[CH:40][C:32]([NH:31][C:29]([C:21]3[CH:22]=[C:23]([N+:26]([O-:28])=[O:27])[CH:24]=[CH:25][C:20]=3[Cl:19])=[O:30])=[CH:33][CH:34]=2)=[O:37])[CH:14]=1.